This data is from Forward reaction prediction with 1.9M reactions from USPTO patents (1976-2016). The task is: Predict the product of the given reaction. (1) Given the reactants O.C(=O)([O-])[O-].[Na+].[Na+].[C:8]1(B(O)O)[CH:13]=[CH:12][CH:11]=[CH:10][CH:9]=1.Br[C:18]1[CH:28]=[CH:27][C:21]([C:22]([O:24][CH2:25][CH3:26])=[O:23])=[CH:20][C:19]=1[CH3:29], predict the reaction product. The product is: [CH3:29][C:19]1[CH:20]=[C:21]([C:22]([O:24][CH2:25][CH3:26])=[O:23])[CH:27]=[CH:28][C:18]=1[C:8]1[CH:13]=[CH:12][CH:11]=[CH:10][CH:9]=1. (2) Given the reactants [CH2:1]([N:8]1[CH2:13][CH2:12][NH:11][C@H:10]([CH2:14][C:15]2[CH:20]=[CH:19][C:18]([OH:21])=[CH:17][CH:16]=2)[CH2:9]1)[C:2]1[CH:7]=[CH:6][CH:5]=[CH:4][CH:3]=1.C(N(CC)C(C)C)(C)C.[C:31](O[C:31]([O:33][C:34]([CH3:37])([CH3:36])[CH3:35])=[O:32])([O:33][C:34]([CH3:37])([CH3:36])[CH3:35])=[O:32], predict the reaction product. The product is: [CH2:1]([N:8]1[CH2:13][CH2:12][N:11]([C:31]([O:33][C:34]([CH3:37])([CH3:36])[CH3:35])=[O:32])[C@H:10]([CH2:14][C:15]2[CH:16]=[CH:17][C:18]([OH:21])=[CH:19][CH:20]=2)[CH2:9]1)[C:2]1[CH:3]=[CH:4][CH:5]=[CH:6][CH:7]=1. (3) Given the reactants O[C:2]1([C:22]2[CH:27]=[CH:26][CH:25]=[CH:24][CH:23]=2)[CH2:21][CH2:20][C@H:5]2[N:6](CC3C=CC(OC)=CC=3)[C:7](=[O:10])[N:8]([CH3:9])[C@@H:4]2[CH2:3]1, predict the reaction product. The product is: [CH3:9][N:8]1[C@@H:4]2[CH:3]=[C:2]([C:22]3[CH:27]=[CH:26][CH:25]=[CH:24][CH:23]=3)[CH2:21][CH2:20][C@H:5]2[NH:6][C:7]1=[O:10]. (4) Given the reactants [CH3:1][C:2](=[CH:4][CH2:5][CH2:6]/[C:7](=[CH:9]/[CH2:10][OH:11])/[CH3:8])[CH3:3].N1C=CC=CC=1.[Cl:18][CH2:19][C:20](Cl)=[O:21].O, predict the reaction product. The product is: [Cl:18][CH2:19][C:20]([O:11][CH2:10]/[CH:9]=[C:7](\[CH3:8])/[CH2:6][CH2:5][CH:4]=[C:2]([CH3:1])[CH3:3])=[O:21]. (5) Given the reactants [CH3:1][C:2]1[CH:7]=[C:6]([CH:8]=O)[CH:5]=[C:4]([CH3:10])[N:3]=1.[NH2:11][C:12]1[CH:20]=[CH:19][C:18]([CH2:21][N:22]2[CH2:27][CH2:26][N:25]([CH3:28])[CH2:24][CH2:23]2)=[CH:17][C:13]=1[C:14]([NH2:16])=[O:15].S([O-])(O)=O.[Na+].C1(C)C=CC(S(O)(=O)=O)=CC=1, predict the reaction product. The product is: [CH3:1][C:2]1[CH:7]=[C:6]([C:8]2[NH:16][C:14](=[O:15])[C:13]3[C:12](=[CH:20][CH:19]=[C:18]([CH2:21][N:22]4[CH2:27][CH2:26][N:25]([CH3:28])[CH2:24][CH2:23]4)[CH:17]=3)[N:11]=2)[CH:5]=[C:4]([CH3:10])[N:3]=1. (6) Given the reactants [CH3:1][S:2]([N:5]1[CH2:10][CH2:9][NH:8][CH2:7][CH2:6]1)(=[O:4])=[O:3].[CH2:11]([S:13]([C:16]1[CH:21]=[CH:20][C:19]([NH:22][C:23](=[O:31])[C:24]([OH:30])([CH3:29])[C:25]([F:28])([F:27])[F:26])=[C:18]([Cl:32])[C:17]=1F)(=[O:15])=[O:14])[CH3:12], predict the reaction product. The product is: [Cl:32][C:18]1[C:17]([N:8]2[CH2:9][CH2:10][N:5]([S:2]([CH3:1])(=[O:4])=[O:3])[CH2:6][CH2:7]2)=[C:16]([S:13]([CH2:11][CH3:12])(=[O:15])=[O:14])[CH:21]=[CH:20][C:19]=1[NH:22][C:23](=[O:31])[C@:24]([OH:30])([CH3:29])[C:25]([F:28])([F:27])[F:26].